From a dataset of Full USPTO retrosynthesis dataset with 1.9M reactions from patents (1976-2016). Predict the reactants needed to synthesize the given product. (1) Given the product [Cl:1][C:2]1[CH:3]=[CH:4][C:5]([C:8]2[S:12][C:11]([CH3:13])=[C:10]([CH:14]3[C:18](=[O:19])[CH:17]([CH2:20][CH:21]4[CH2:26][CH2:25][O:24][CH2:23][CH2:22]4)[CH2:16][C:15]3=[O:27])[CH:9]=2)=[CH:6][CH:7]=1, predict the reactants needed to synthesize it. The reactants are: [Cl:1][C:2]1[CH:7]=[CH:6][C:5]([C:8]2[S:12][C:11]([CH3:13])=[C:10]([CH:14]3[C:18](=[O:19])/[C:17](=[CH:20]/[CH:21]4[CH2:26][CH2:25][O:24][CH2:23][CH2:22]4)/[CH2:16][C:15]3=[O:27])[CH:9]=2)=[CH:4][CH:3]=1. (2) The reactants are: [NH2:1][C:2]1[N:7]=[CH:6][N:5]=[C:4]2[N:8]([CH:12]([C:14]3[O:15][C:16]4[C:21]([C:22](=[O:31])[C:23]=3[C:24]3[CH:29]=[CH:28][CH:27]=[C:26]([F:30])[CH:25]=3)=[C:20]([F:32])[CH:19]=[CH:18][CH:17]=4)[CH3:13])[N:9]=[C:10](I)[C:3]=12.[CH3:33][O:34][C:35]1[CH:40]=[CH:39][C:38](B2OC(C)(C)C(C)(C)O2)=[CH:37][C:36]=1[NH:50][S:51]([CH3:54])(=[O:53])=[O:52].C(=O)([O-])[O-].[Na+].[Na+]. Given the product [NH2:1][C:2]1[N:7]=[CH:6][N:5]=[C:4]2[N:8]([CH:12]([C:14]3[O:15][C:16]4[C:21]([C:22](=[O:31])[C:23]=3[C:24]3[CH:29]=[CH:28][CH:27]=[C:26]([F:30])[CH:25]=3)=[C:20]([F:32])[CH:19]=[CH:18][CH:17]=4)[CH3:13])[N:9]=[C:10]([C:38]3[CH:39]=[CH:40][C:35]([O:34][CH3:33])=[C:36]([NH:50][S:51]([CH3:54])(=[O:52])=[O:53])[CH:37]=3)[C:3]=12, predict the reactants needed to synthesize it.